This data is from Forward reaction prediction with 1.9M reactions from USPTO patents (1976-2016). The task is: Predict the product of the given reaction. (1) Given the reactants Cl[C:2]1[CH:3]=[C:4]([N:11]([CH2:18][C:19]2[CH:24]=[CH:23][C:22]([O:25][CH3:26])=[CH:21][CH:20]=2)[C:12]2[CH:17]=[CH:16][CH:15]=[CH:14][CH:13]=2)[C:5]2[N:6]([CH:8]=[CH:9][N:10]=2)[N:7]=1.[C:27]([C:29]1[CH:30]=[C:31](B(O)O)[CH:32]=[CH:33][C:34]=1[F:35])#[N:28].P([O-])([O-])([O-])=O.[K+].[K+].[K+].B(O)O, predict the reaction product. The product is: [F:35][C:34]1[CH:33]=[CH:32][C:31]([C:2]2[CH:3]=[C:4]([N:11]([CH2:18][C:19]3[CH:24]=[CH:23][C:22]([O:25][CH3:26])=[CH:21][CH:20]=3)[C:12]3[CH:17]=[CH:16][CH:15]=[CH:14][CH:13]=3)[C:5]3[N:6]([CH:8]=[CH:9][N:10]=3)[N:7]=2)=[CH:30][C:29]=1[C:27]#[N:28]. (2) The product is: [CH:1]1([NH:4][C:5]([C:7]2[N:8]=[N:9][N:10]([C:38]3[CH:39]=[CH:40][C:41]([C:44]([NH:46][CH2:47][CH3:48])=[O:45])=[CH:42][CH:43]=3)[C:11]=2/[CH:12]=[CH:13]/[C:14]2[NH:18][CH:17]=[CH:16][N:15]=2)=[O:6])[CH2:2][CH2:3]1. Given the reactants [CH:1]1([NH:4][C:5]([C:7]2[N:8]=[N:9][N:10]([C:38]3[CH:43]=[CH:42][C:41]([C:44]([NH:46][CH2:47][CH3:48])=[O:45])=[CH:40][CH:39]=3)[C:11]=2/[CH:12]=[CH:13]/[C:14]2[N:15](C(C3C=CC=CC=3)(C3C=CC=CC=3)C3C=CC=CC=3)[CH:16]=[CH:17][N:18]=2)=[O:6])[CH2:3][CH2:2]1, predict the reaction product. (3) Given the reactants [C:1]([O:5][C@@H:6]([C:12]1[C:41]([CH3:42])=[CH:40][C:15]2[N:16]=[C:17]([C:19]3[CH:20]=[CH:21][C:22]4[N:26]=[C:25]([CH3:27])[N:24]([CH:28]5[CH2:31][N:30](C(OC(C)(C)C)=O)[CH2:29]5)[C:23]=4[CH:39]=3)[S:18][C:14]=2[C:13]=1[C:43]1[CH:48]=[CH:47][C:46]([Cl:49])=[CH:45][CH:44]=1)[C:7]([O:9][CH2:10][CH3:11])=[O:8])([CH3:4])([CH3:3])[CH3:2], predict the reaction product. The product is: [NH:30]1[CH2:31][CH:28]([N:24]2[C:23]3[CH:39]=[C:19]([C:17]4[S:18][C:14]5[C:13]([C:43]6[CH:44]=[CH:45][C:46]([Cl:49])=[CH:47][CH:48]=6)=[C:12]([C@H:6]([O:5][C:1]([CH3:3])([CH3:2])[CH3:4])[C:7]([O:9][CH2:10][CH3:11])=[O:8])[C:41]([CH3:42])=[CH:40][C:15]=5[N:16]=4)[CH:20]=[CH:21][C:22]=3[N:26]=[C:25]2[CH3:27])[CH2:29]1. (4) The product is: [Cl:10][C:11]1[CH:16]=[CH:15][C:14]([C:2]2[N:7]=[CH:6][C:5]([O:8][CH3:9])=[CH:4][N:3]=2)=[CH:13][CH:12]=1. Given the reactants Cl[C:2]1[N:7]=[CH:6][C:5]([O:8][CH3:9])=[CH:4][N:3]=1.[Cl:10][C:11]1[CH:16]=[CH:15][C:14](B(O)O)=[CH:13][CH:12]=1, predict the reaction product. (5) The product is: [F:33][C:34]1([F:40])[CH2:29][CH2:28][N:27]([CH:25]=[O:26])[CH2:31][CH2:35]1. Given the reactants Cl.N1CCC[C@@H](C2N3C4C=CNC=4N=CC3=CN=2)C1.C1N=CN([C:25]([N:27]2[CH:31]=N[CH:29]=[CH:28]2)=[O:26])C=1.Cl.[F:33][C:34]1([F:40])CCNC[CH2:35]1, predict the reaction product. (6) Given the reactants C[O:2][C:3](=[O:21])[C:4]([CH3:20])([CH3:19])[CH:5]([C:13]1[S:14][C:15]([Br:18])=[CH:16][CH:17]=1)[C:6]1[CH:11]=[CH:10][CH:9]=[C:8]([F:12])[CH:7]=1.[OH-].[K+], predict the reaction product. The product is: [Br:18][C:15]1[S:14][C:13]([CH:5]([C:6]2[CH:11]=[CH:10][CH:9]=[C:8]([F:12])[CH:7]=2)[C:4]([CH3:20])([CH3:19])[C:3]([OH:21])=[O:2])=[CH:17][CH:16]=1. (7) Given the reactants C[Si]([N-][Si](C)(C)C)(C)C.[Li+].[F:11][C:12]1[CH:13]=[C:14]([CH:16]=[C:17]([F:19])[CH:18]=1)[NH2:15].Cl[C:21]([O:23][CH:24]([CH3:26])[CH3:25])=[O:22], predict the reaction product. The product is: [F:11][C:12]1[CH:13]=[C:14]([NH:15][C:21](=[O:22])[O:23][CH:24]([CH3:26])[CH3:25])[CH:16]=[C:17]([F:19])[CH:18]=1.